Dataset: Forward reaction prediction with 1.9M reactions from USPTO patents (1976-2016). Task: Predict the product of the given reaction. Given the reactants [NH2:1][C:2]1[CH:7]=[CH:6][C:5]([F:8])=[CH:4][C:3]=1[C:9]([CH3:33])([CH3:32])[CH2:10][C:11]([OH:31])([C:27]([F:30])([F:29])[F:28])[C:12]([NH:14][C:15]1[CH:16]=[CH:17][C:18]2[C:23](=[O:24])[O:22][N:21]=[C:20]([CH3:25])[C:19]=2[CH:26]=1)=[O:13].[C:34](OC(=O)C)(=[O:36])[CH3:35].C(OCC)(=O)C.C(=O)(O)[O-].[Na+], predict the reaction product. The product is: [C:34]([NH:1][C:2]1[CH:7]=[CH:6][C:5]([F:8])=[CH:4][C:3]=1[C:9]([CH3:33])([CH3:32])[CH2:10][C:11]([OH:31])([C:27]([F:30])([F:29])[F:28])[C:12]([NH:14][C:15]1[CH:16]=[CH:17][C:18]2[C:23](=[O:24])[O:22][N:21]=[C:20]([CH3:25])[C:19]=2[CH:26]=1)=[O:13])(=[O:36])[CH3:35].